Predict the product of the given reaction. From a dataset of Forward reaction prediction with 1.9M reactions from USPTO patents (1976-2016). The product is: [CH2:20]([O:22][C:23]1[CH:24]=[C:25]([CH:28]=[CH:29][C:30]=1[O:31][CH3:32])[CH2:26][N:17]1[CH2:18][CH2:19][CH:14]([NH:13][C:11]2[O:12][C:8]3[CH:7]=[CH:6][CH:5]=[C:4]([N+:1]([O-:3])=[O:2])[C:9]=3[N:10]=2)[CH2:15][CH2:16]1)[CH3:21]. Given the reactants [N+:1]([C:4]1[C:9]2[N:10]=[C:11]([NH:13][CH:14]3[CH2:19][CH2:18][NH:17][CH2:16][CH2:15]3)[O:12][C:8]=2[CH:7]=[CH:6][CH:5]=1)([O-:3])=[O:2].[CH2:20]([O:22][C:23]1[CH:24]=[C:25]([CH:28]=[CH:29][C:30]=1[O:31][CH3:32])[CH:26]=O)[CH3:21].C([BH3-])#N.[Na+].C(N(C(C)C)C(C)C)C, predict the reaction product.